Dataset: NCI-60 drug combinations with 297,098 pairs across 59 cell lines. Task: Regression. Given two drug SMILES strings and cell line genomic features, predict the synergy score measuring deviation from expected non-interaction effect. (1) Drug 1: CC12CCC3C(C1CCC2O)C(CC4=C3C=CC(=C4)O)CCCCCCCCCS(=O)CCCC(C(F)(F)F)(F)F. Drug 2: C1=NNC2=C1C(=O)NC=N2. Cell line: 786-0. Synergy scores: CSS=-3.38, Synergy_ZIP=0.647, Synergy_Bliss=0.319, Synergy_Loewe=-2.87, Synergy_HSA=-2.23. (2) Drug 1: C1=NC(=NC(=O)N1C2C(C(C(O2)CO)O)O)N. Drug 2: CC(C)(C#N)C1=CC(=CC(=C1)CN2C=NC=N2)C(C)(C)C#N. Cell line: NCI-H322M. Synergy scores: CSS=4.09, Synergy_ZIP=-2.80, Synergy_Bliss=-2.53, Synergy_Loewe=-0.544, Synergy_HSA=-0.544. (3) Drug 1: CCCS(=O)(=O)NC1=C(C(=C(C=C1)F)C(=O)C2=CNC3=C2C=C(C=N3)C4=CC=C(C=C4)Cl)F. Drug 2: C(CC(=O)O)C(=O)CN.Cl. Cell line: CAKI-1. Synergy scores: CSS=9.54, Synergy_ZIP=-5.16, Synergy_Bliss=-2.98, Synergy_Loewe=-2.71, Synergy_HSA=-2.31. (4) Drug 1: CS(=O)(=O)C1=CC(=C(C=C1)C(=O)NC2=CC(=C(C=C2)Cl)C3=CC=CC=N3)Cl. Drug 2: CN(CCCl)CCCl.Cl. Synergy scores: CSS=-1.49, Synergy_ZIP=-0.241, Synergy_Bliss=-1.60, Synergy_Loewe=-14.2, Synergy_HSA=-7.23. Cell line: SK-MEL-5. (5) Drug 1: COC1=C(C=C2C(=C1)N=CN=C2NC3=CC(=C(C=C3)F)Cl)OCCCN4CCOCC4. Drug 2: CC1=CC=C(C=C1)C2=CC(=NN2C3=CC=C(C=C3)S(=O)(=O)N)C(F)(F)F. Cell line: HOP-92. Synergy scores: CSS=22.9, Synergy_ZIP=-8.00, Synergy_Bliss=-2.02, Synergy_Loewe=-0.948, Synergy_HSA=1.21. (6) Drug 1: C1=CC(=CC=C1C#N)C(C2=CC=C(C=C2)C#N)N3C=NC=N3. Drug 2: C1=CN(C=N1)CC(O)(P(=O)(O)O)P(=O)(O)O. Cell line: HCT-15. Synergy scores: CSS=0.248, Synergy_ZIP=3.12, Synergy_Bliss=3.36, Synergy_Loewe=-0.787, Synergy_HSA=-1.46.